The task is: Predict the product of the given reaction.. This data is from Forward reaction prediction with 1.9M reactions from USPTO patents (1976-2016). (1) The product is: [N:2](=[C:16]([O:18][CH2:19][CH3:20])[C:15](=[N:2][NH:3][C:4]([NH2:6])=[S:5])[CH2:7][C:8]1[CH:13]=[CH:12][CH:11]=[CH:10][CH:9]=1)[NH:3][C:4]([NH2:6])=[S:5]. Given the reactants Cl.[NH2:2][NH:3][C:4]([NH2:6])=[S:5].[C:7]([CH2:15][C:16]([O:18][CH2:19][CH3:20])=O)(=O)[C:8]1[CH:13]=[CH:12][CH:11]=[CH:10][CH:9]=1.Cl, predict the reaction product. (2) Given the reactants C[Si](C)(C)N[Si](C)(C)C.[Na].[NH2:11][C:12]1[C:17]([Cl:18])=[CH:16][N:15]=[C:14]2[O:19][CH2:20][O:21][C:13]=12.Cl[C:23]1[C:32]2[C:27](=[CH:28][C:29]([O:35][CH2:36][CH2:37][CH2:38][Cl:39])=[C:30]([O:33][CH3:34])[CH:31]=2)[N:26]=[CH:25][N:24]=1, predict the reaction product. The product is: [Cl:18][C:17]1[C:12]([NH:11][C:23]2[C:32]3[C:27](=[CH:28][C:29]([O:35][CH2:36][CH2:37][CH2:38][Cl:39])=[C:30]([O:33][CH3:34])[CH:31]=3)[N:26]=[CH:25][N:24]=2)=[C:13]2[O:21][CH2:20][O:19][C:14]2=[N:15][CH:16]=1. (3) Given the reactants [CH2:1]([CH:4]([CH2:8][CH2:9][CH3:10])[C:5]([OH:7])=[O:6])[CH2:2][CH3:3].[CH2:11](O)[CH2:12][CH2:13][CH2:14][OH:15], predict the reaction product. The product is: [CH2:1]([CH:4]([CH2:8][CH2:9][CH3:10])[C:5]([O:7][CH2:11][CH2:12][CH2:13][CH2:14][OH:15])=[O:6])[CH2:2][CH3:3]. (4) Given the reactants C(OC([N:8]1[CH2:13][CH2:12][CH:11]([C:14]2[O:15][C:16]([C:19]3[C:20]([NH2:32])=[N:21][CH:22]=[C:23]([C:25]4[CH:30]=[CH:29][C:28]([CH3:31])=[CH:27][CH:26]=4)[CH:24]=3)=[N:17][N:18]=2)[CH2:10][CH2:9]1)=O)(C)(C)C.Cl, predict the reaction product. The product is: [NH:8]1[CH2:13][CH2:12][CH:11]([C:14]2[O:15][C:16]([C:19]3[C:20]([NH2:32])=[N:21][CH:22]=[C:23]([C:25]4[CH:30]=[CH:29][C:28]([CH3:31])=[CH:27][CH:26]=4)[CH:24]=3)=[N:17][N:18]=2)[CH2:10][CH2:9]1. (5) Given the reactants [C:1]([NH:5][C:6](=[O:27])[CH:7]([S:25][CH3:26])[O:8][C:9]1[CH:10]=[C:11]2[C:16](=[CH:17][CH:18]=1)[N:15]=[CH:14][C:13]([C:19]#[C:20][Si](C)(C)C)=[CH:12]2)([CH3:4])([CH3:3])[CH3:2].C(=O)([O-])[O-].[K+].[K+], predict the reaction product. The product is: [C:1]([NH:5][C:6](=[O:27])[CH:7]([O:8][C:9]1[CH:10]=[C:11]2[C:16](=[CH:17][CH:18]=1)[N:15]=[CH:14][C:13]([C:19]#[CH:20])=[CH:12]2)[S:25][CH3:26])([CH3:4])([CH3:3])[CH3:2]. (6) Given the reactants [NH4+]=[S:2].[CH3:3][O:4][C:5]1[C:14]2[O:13][CH2:12][O:11][CH2:10][C:9]=2[CH:8]=[C:7]([CH:15]([NH:18][C:19]2[CH:24]=[CH:23][C:22]([C:25]3[N:29]=[C:28]([CH3:30])[O:27][N:26]=3)=[CH:21][CH:20]=2)[C:16]#[N:17])[CH:6]=1.C1COCC1.O, predict the reaction product. The product is: [CH3:3][O:4][C:5]1[C:14]2[O:13][CH2:12][O:11][CH2:10][C:9]=2[CH:8]=[C:7]([CH:15]([NH:18][C:19]2[CH:20]=[CH:21][C:22]([C:25]3[N:29]=[C:28]([CH3:30])[O:27][N:26]=3)=[CH:23][CH:24]=2)[C:16]([NH2:17])=[S:2])[CH:6]=1.